Dataset: Reaction yield outcomes from USPTO patents with 853,638 reactions. Task: Predict the reaction yield, written as a fraction of the theoretical maximum amount of product (1.0 means a 100% yield; for example, 0.34 means a 34% yield). (1) The reactants are [NH2:1][C:2]1[CH:7]=[CH:6][C:5]([CH3:8])=[CH:4][CH:3]=1.[C:9]12(P[C:9]34[CH2:18]C5C[CH:15]([CH2:17][CH:11](C5)[CH2:10]3)[CH2:16]4)[CH2:18]C3C[CH:15]([CH2:17][CH:11](C3)[CH2:10]1)[CH2:16]2.BrC1C=CC(C)=CC=1. The catalyst is C1(C)C=CC=CC=1. The product is [C:5]1([CH3:8])[CH:6]=[CH:7][C:2]([NH:1][C:17]2[CH:15]=[CH:16][C:9]([CH3:18])=[CH:10][CH:11]=2)=[CH:3][CH:4]=1. The yield is 0.740. (2) The reactants are [CH2:1]([O:3][C:4]([C:6]([C:9]1[N:10](C(OC(C)(C)C)=O)[C:11]2[C:16]([CH:17]=1)=[CH:15][CH:14]=[CH:13][CH:12]=2)([CH3:8])[CH3:7])=[O:5])[CH3:2]. The catalyst is ClCCl.C(O)(C(F)(F)F)=O. The product is [NH:10]1[C:11]2[C:16](=[CH:15][CH:14]=[CH:13][CH:12]=2)[CH:17]=[C:9]1[C:6]([CH3:7])([CH3:8])[C:4]([O:3][CH2:1][CH3:2])=[O:5]. The yield is 0.780.